This data is from Full USPTO retrosynthesis dataset with 1.9M reactions from patents (1976-2016). The task is: Predict the reactants needed to synthesize the given product. (1) Given the product [CH:41]1([N:38]2[CH2:39][CH2:40][C:20]3[N:19]([CH2:18][CH:15]4[CH2:17][CH2:16]4)[C:27]4[CH:26]=[CH:25][C:24]([C:28]([N:30]5[CH2:35][CH2:34][CH:33]([CH3:36])[CH2:32][CH2:31]5)=[O:29])=[CH:23][C:22]=4[C:21]=3[CH2:37]2)[CH2:45][CH2:44][CH2:43][CH2:42]1, predict the reactants needed to synthesize it. The reactants are: C(O[BH-](OC(=O)C)OC(=O)C)(=O)C.[Na+].[CH:15]1([CH2:18][N:19]2[C:27]3[CH:26]=[CH:25][C:24]([C:28]([N:30]4[CH2:35][CH2:34][CH:33]([CH3:36])[CH2:32][CH2:31]4)=[O:29])=[CH:23][C:22]=3[C:21]3[CH2:37][NH:38][CH2:39][CH2:40][C:20]2=3)[CH2:17][CH2:16]1.[C:41]1(=O)[CH2:45][CH2:44][CH2:43][CH2:42]1. (2) Given the product [Cl:1][C:2]1[CH:7]=[CH:6][C:5]([S:8]([NH:12][C:13]2([CH2:19][OH:20])[CH2:18][CH2:17][CH2:16][CH2:15][CH2:14]2)(=[O:10])=[O:9])=[CH:4][CH:3]=1, predict the reactants needed to synthesize it. The reactants are: [Cl:1][C:2]1[CH:7]=[CH:6][C:5]([S:8](Cl)(=[O:10])=[O:9])=[CH:4][CH:3]=1.[NH2:12][C:13]1([CH2:19][OH:20])[CH2:18][CH2:17][CH2:16][CH2:15][CH2:14]1.C(N(CC)CC)C. (3) Given the product [CH3:37][CH2:36][N+:35]([CH2:38][C:39]([NH:41][C:42]1[C:43]([CH3:49])=[CH:44][CH:45]=[CH:46][C:47]=1[CH3:48])=[O:40])([CH2:25][C:26]1[CH:31]=[CH:30][CH:29]=[CH:28][CH:27]=1)[CH2:34][CH3:33].[Cl-:1], predict the reactants needed to synthesize it. The reactants are: [Cl:1]CC(NC1C(C)=CC=CC=1C)=O.C(=O)([O-])[O-].[Na+].[Na+].C(NCC)C.[CH2:25](Cl)[C:26]1[CH:31]=[CH:30][CH:29]=[CH:28][CH:27]=1.[CH3:33][CH2:34][N:35]([CH2:38][C:39]([NH:41][C:42]1[C:43]([CH3:49])=[CH:44][CH:45]=[CH:46][C:47]=1[CH3:48])=[O:40])[CH2:36][CH3:37]. (4) Given the product [CH3:22][C@H:7]1[O:6][C:5]2[CH:17]=[CH:18][CH:19]=[CH:20][C:4]=2[NH:3][C:2](=[O:1])[C@H:8]1[NH:9][C:10](=[O:16])[O:11][C:12]([CH3:15])([CH3:14])[CH3:13], predict the reactants needed to synthesize it. The reactants are: [O:1]=[C:2]1[C@@H:8]([NH:9][C:10](=[O:16])[O:11][C:12]([CH3:15])([CH3:14])[CH3:13])[CH2:7][O:6][C:5]2[CH:17]=[CH:18][CH:19]=[CH:20][C:4]=2[NH:3]1.N[C:22]1C=CC=C(C(OC)=O)C=1OC[C@H](NC(OC(C)(C)C)=O)C(O)=O. (5) Given the product [F:8][C:4]1[CH:5]=[CH:6][CH:7]=[C:2]([NH:1][S:27](/[CH:26]=[CH:25]/[C:22]2[CH:23]=[CH:24][C:19]([C:13]3[CH:18]=[CH:17][CH:16]=[CH:15][CH:14]=3)=[CH:20][CH:21]=2)(=[O:29])=[O:28])[C:3]=1[S:9]([NH2:12])(=[O:11])=[O:10], predict the reactants needed to synthesize it. The reactants are: [NH2:1][C:2]1[CH:7]=[CH:6][CH:5]=[C:4]([F:8])[C:3]=1[S:9]([NH2:12])(=[O:11])=[O:10].[C:13]1([C:19]2[CH:24]=[CH:23][C:22](/[CH:25]=[CH:26]/[S:27](Cl)(=[O:29])=[O:28])=[CH:21][CH:20]=2)[CH:18]=[CH:17][CH:16]=[CH:15][CH:14]=1. (6) Given the product [CH2:1]([O:3][C:4]([C@@H:6]1[CH2:11][CH2:10][CH2:9][CH2:8][C@H:7]1[N:12]1[CH2:17][CH2:16][N:15]([C:18](=[O:37])[CH:19]([N:29]2[CH2:39][CH2:40][NH:41][C:30]2=[O:32])[CH2:20][C:21]2[CH:26]=[CH:25][C:24]([Cl:27])=[CH:23][C:22]=2[Cl:28])[CH2:14][CH2:13]1)=[O:5])[CH3:2], predict the reactants needed to synthesize it. The reactants are: [CH2:1]([O:3][C:4]([C@@H:6]1[CH2:11][CH2:10][CH2:9][CH2:8][C@H:7]1[N:12]1[CH2:17][CH2:16][N:15]([C:18](=[O:37])[CH:19]([NH:29][C:30]([O:32]C(C)(C)C)=O)[CH2:20][C:21]2[CH:26]=[CH:25][C:24]([Cl:27])=[CH:23][C:22]=2[Cl:28])[CH2:14][CH2:13]1)=[O:5])[CH3:2].Cl[CH2:39][CH2:40][N:41]=C=O.CCN(CC)CC.